From a dataset of Forward reaction prediction with 1.9M reactions from USPTO patents (1976-2016). Predict the product of the given reaction. (1) Given the reactants CC(C)([O-])C.[K+].[CH3:7][S:8]([C:11]1[N:16]=[CH:15][C:14]([C:17]2[CH:22]=[CH:21][C:20]([OH:23])=[CH:19][CH:18]=2)=[CH:13][CH:12]=1)(=[O:10])=[O:9].CS(O[CH:29]1[CH2:32][N:31]([CH2:33][C:34]2[CH:39]=[CH:38][C:37]([O:40][CH3:41])=[CH:36][C:35]=2[O:42][CH3:43])[CH2:30]1)(=O)=O, predict the reaction product. The product is: [CH3:43][O:42][C:35]1[CH:36]=[C:37]([O:40][CH3:41])[CH:38]=[CH:39][C:34]=1[CH2:33][N:31]1[CH2:30][CH:29]([O:23][C:20]2[CH:21]=[CH:22][C:17]([C:14]3[CH:13]=[CH:12][C:11]([S:8]([CH3:7])(=[O:10])=[O:9])=[N:16][CH:15]=3)=[CH:18][CH:19]=2)[CH2:32]1. (2) Given the reactants Br[C:2]1[CH:7]=[CH:6][C:5]([C:8]2[N:12]([CH2:13][CH:14]3[CH2:17][N:16]([C:18]([CH:20]4[CH2:22][CH2:21]4)=[O:19])[CH2:15]3)[CH:11]=[N:10][N:9]=2)=[C:4]([F:23])[CH:3]=1.CC1(C)C(C)(C)OB([C:32]2[CH:33]=[C:34]3[C:39](=[CH:40][CH:41]=2)[N:38]=[CH:37][CH:36]=[CH:35]3)O1, predict the reaction product. The product is: [CH:20]1([C:18]([N:16]2[CH2:17][CH:14]([CH2:13][N:12]3[CH:11]=[N:10][N:9]=[C:8]3[C:5]3[CH:6]=[CH:7][C:2]([C:32]4[CH:33]=[C:34]5[C:39](=[CH:40][CH:41]=4)[N:38]=[CH:37][CH:36]=[CH:35]5)=[CH:3][C:4]=3[F:23])[CH2:15]2)=[O:19])[CH2:22][CH2:21]1.